Predict the reactants needed to synthesize the given product. From a dataset of Full USPTO retrosynthesis dataset with 1.9M reactions from patents (1976-2016). (1) Given the product [NH2:34][CH2:11][C@@H:5]([CH2:1][CH:2]([CH3:4])[CH3:3])[CH2:6][C:7]([O:9][CH3:10])=[O:8], predict the reactants needed to synthesize it. The reactants are: [CH2:1]([C@H:5]([CH2:11]C([O-])=O)[CH2:6][C:7]([O:9][CH3:10])=[O:8])[CH:2]([CH3:4])[CH3:3].C([C@H](CC([O-])=O)CC(OC(C)(C)C)=O)C(C)C.C([N:34](CC)CC)C.C1(P(N=[N+]=[N-])(C2C=CC=CC=2)=O)C=CC=CC=1. (2) The reactants are: [CH3:1][C:2]1([CH3:8])[CH2:6][O:5][C:4](=[O:7])[NH:3]1.[H-].[Na+].I[C:12]1[O:13][CH:14]=[C:15]([C:17]2[CH:24]=[CH:23][C:20]([C:21]#[N:22])=[CH:19][CH:18]=2)[N:16]=1. Given the product [CH3:1][C:2]1([CH3:8])[CH2:6][O:5][C:4](=[O:7])[N:3]1[C:12]1[O:13][CH:14]=[C:15]([C:17]2[CH:18]=[CH:19][C:20]([C:21]#[N:22])=[CH:23][CH:24]=2)[N:16]=1, predict the reactants needed to synthesize it. (3) The reactants are: [NH:1]1[CH:8]=[CH:7][C:5]([NH2:6])=[N:4][C:2]1=[O:3].C(N(CC)CC)C.[Cl:16][C:17]1[CH:18]=[C:19]([CH:22]=[CH:23][C:24]=1[O:25][CH3:26])[CH2:20]Br. Given the product [Cl:16][C:17]1[CH:18]=[C:19]([CH:22]=[CH:23][C:24]=1[O:25][CH3:26])[CH2:20][NH:6][C:5]1[CH:7]=[CH:8][NH:1][C:2](=[O:3])[N:4]=1, predict the reactants needed to synthesize it. (4) The reactants are: [N:1]1[C:9]2[C:4]([CH:5]=[CH:6][C:7]3[C:8]=2[CH:10]=[C:11]2[C:16]=3[CH:15]=[CH:14][CH:13]=[CH:12]2)=[CH:3][CH:2]=1.C[C:18]1[CH:26]=[C:25]2[C:21]([CH2:22][CH2:23][C:24]2=O)=[CH:20][CH:19]=1.[C:28]1(C)[CH:33]=[CH:32][C:31]([NH:34]N)=[CH:30][CH:29]=1.Cl[Si:38](Cl)([CH3:40])[CH3:39]. Given the product [C:7]1([Si:38]([C:20]2[CH:19]=[CH:18][CH:26]=[C:25]3[C:21]=2[CH:22]=[C:23]2[C:30]4[CH:29]=[CH:28][CH:33]=[CH:32][C:31]=4[N:34]=[C:24]23)([CH3:40])[CH3:39])[CH:6]=[CH:5][CH:4]=[C:3]2[C:16]=1[CH:15]=[C:14]1[C:13]3[CH:12]=[CH:11][CH:10]=[CH:8][C:9]=3[N:1]=[C:2]12, predict the reactants needed to synthesize it. (5) Given the product [CH2:1]([N:8]1[CH2:13][CH2:12][N:11]([C:20]2[CH:25]=[C:24]([O:26][CH3:27])[CH:23]=[CH:22][C:21]=2[N+:28]([O-:30])=[O:29])[CH:10]([CH2:14][C:15]([OH:17])=[O:16])[CH2:9]1)[C:2]1[CH:3]=[CH:4][CH:5]=[CH:6][CH:7]=1, predict the reactants needed to synthesize it. The reactants are: [CH2:1]([N:8]1[CH2:13][CH2:12][NH:11][CH:10]([CH2:14][C:15]([O:17]C)=[O:16])[CH2:9]1)[C:2]1[CH:7]=[CH:6][CH:5]=[CH:4][CH:3]=1.F[C:20]1[CH:25]=[C:24]([O:26][CH3:27])[CH:23]=[CH:22][C:21]=1[N+:28]([O-:30])=[O:29].C(=O)([O-])[O-].[K+].[K+].C1OCCOCCOCCOCCOCCOC1. (6) Given the product [CH3:12][C:8]1[N:7]=[C:6]([N:13]2[CH2:17][CH2:16][CH2:15][CH2:14]2)[C:5]2[C:10](=[CH:11][C:2]([NH:39][C:37]([C:33]3[O:32][CH:36]=[CH:35][CH:34]=3)=[O:38])=[CH:3][CH:4]=2)[N:9]=1, predict the reactants needed to synthesize it. The reactants are: Br[C:2]1[CH:11]=[C:10]2[C:5]([C:6]([N:13]3[CH2:17][CH2:16][CH2:15][CH2:14]3)=[N:7][C:8]([CH3:12])=[N:9]2)=[CH:4][CH:3]=1.C(=O)([O-])[O-].[Cs+].[Cs+].N[C@@H]1CCCC[C@H]1N.[O:32]1[CH:36]=[CH:35][CH:34]=[C:33]1[C:37]([NH2:39])=[O:38]. (7) The reactants are: Br[C:2]1[C:3]([O:25][CH3:26])=[CH:4][C:5]2[C:11]([C:12]3[CH:17]=[CH:16][C:15]([Cl:18])=[CH:14][CH:13]=3)=[N:10][N:9]([C:19]([NH:21][CH3:22])=[O:20])[CH:8]([CH3:23])[CH2:7][C:6]=2[CH:24]=1.[CH2:27]([N:31]1C=CN=C1)CCC. Given the product [Cl:18][C:15]1[CH:16]=[CH:17][C:12]([C:11]2[C:5]3[CH:4]=[C:3]([O:25][CH3:26])[C:2]([C:27]#[N:31])=[CH:24][C:6]=3[CH2:7][CH:8]([CH3:23])[N:9]([C:19]([NH:21][CH3:22])=[O:20])[N:10]=2)=[CH:13][CH:14]=1, predict the reactants needed to synthesize it.